The task is: Predict the reaction yield, written as a fraction of the theoretical maximum amount of product (1.0 means a 100% yield; for example, 0.34 means a 34% yield).. This data is from Reaction yield outcomes from USPTO patents with 853,638 reactions. (1) The reactants are Cl.C([O:9][C:10]1[CH:19]=[C:18]2[C:13]([C:14]([NH:20][C:21]3[CH:26]=[CH:25][C:24]([Cl:27])=[CH:23][C:22]=3[F:28])=[N:15][CH:16]=[N:17]2)=[CH:12][C:11]=1[O:29][CH3:30])C1C=CC=CC=1. The catalyst is C(O)(C(F)(F)F)=O. The product is [Cl:27][C:24]1[CH:25]=[CH:26][C:21]([NH:20][C:14]2[C:13]3[C:18](=[CH:19][C:10]([OH:9])=[C:11]([O:29][CH3:30])[CH:12]=3)[N:17]=[CH:16][N:15]=2)=[C:22]([F:28])[CH:23]=1. The yield is 0.720. (2) The reactants are [NH2:1][C:2]1([CH2:20][O:21][CH2:22][C:23]#[N:24])[C:15]2[CH:14]=[C:13]([O:16][CH3:17])[CH:12]=[C:11]([F:18])[C:10]=2[O:9][C:8]2[C:3]1=[CH:4][C:5]([Br:19])=[CH:6][CH:7]=2.C[Al](C)C. The catalyst is ClCCCl. The product is [Br:19][C:5]1[CH:4]=[C:3]2[C:8]([O:9][C:10]3[C:11]([F:18])=[CH:12][C:13]([O:16][CH3:17])=[CH:14][C:15]=3[C:2]32[N:1]=[C:23]([NH2:24])[CH2:22][O:21][CH2:20]3)=[CH:7][CH:6]=1. The yield is 0.970. (3) The reactants are ClC1C=CC=CC=1C([N:10]([C:14]1[C:15]([C:19]2[CH:24]=[CH:23][C:22]([CH2:25]Br)=[CH:21][CH:20]=2)=[N:16][O:17][CH:18]=1)[C:11](=[O:13])[O-:12])C.C(N([CH2:32][CH3:33])CC)C.[SH:34][CH2:35][CH2:36][C:37]([O:39][CH3:40])=[O:38].O.Cl[CH2:43][Cl:44]. No catalyst specified. The product is [Cl:44][C:43]1[CH:20]=[CH:19][CH:15]=[CH:14][C:18]=1[CH:32]([O:12][C:11]([NH:10][C:14]1[C:15]([C:19]2[CH:20]=[CH:21][C:22]([CH2:25][S:34][CH2:35][CH2:36][C:37]([O:39][CH3:40])=[O:38])=[CH:23][CH:24]=2)=[N:16][O:17][CH:18]=1)=[O:13])[CH3:33]. The yield is 0.0870.